Task: Predict which catalyst facilitates the given reaction.. Dataset: Catalyst prediction with 721,799 reactions and 888 catalyst types from USPTO (1) Reactant: Cl.[CH3:2][C:3]1([NH2:6])[CH2:5][CH2:4]1.ClCCl.CS(O[CH2:15][CH2:16][C:17]1[N:18]=[CH:19][S:20][C:21]=1[CH2:22]OS(C)(=O)=O)(=O)=O. Product: [CH3:2][C:3]1([N:6]2[CH2:15][CH2:16][C:17]3[N:18]=[CH:19][S:20][C:21]=3[CH2:22]2)[CH2:5][CH2:4]1. The catalyst class is: 6. (2) Reactant: [C:1]([C@@H:4]1[CH2:9][CH2:8][C@H:7]([NH:10]C(=O)OC(C)(C)C)[CH2:6][CH2:5]1)(=[O:3])[CH3:2].[ClH:18]. Product: [ClH:18].[NH2:10][C@@H:7]1[CH2:8][CH2:9][C@H:4]([C:1](=[O:3])[CH3:2])[CH2:5][CH2:6]1. The catalyst class is: 12. (3) Reactant: [Cl:1][C:2]1[CH:27]=[CH:26][C:5]([CH2:6][NH:7][C:8](=[O:25])[CH2:9][C:10]([C:12]2[CH:16]=[C:15]([CH2:17][N:18]3[CH2:23][CH2:22][O:21][CH2:20][CH2:19]3)[S:14][C:13]=2[Cl:24])=[O:11])=[CH:4][CH:3]=1.C(OC(OCC)OCC)C.[C:38]([O:41][C:42](=O)[CH3:43])(=O)[CH3:39].[NH2:45][CH2:46][CH2:47][N:48]1CCOC[CH2:49]1. Product: [Cl:1][C:2]1[CH:27]=[CH:26][C:5]([CH2:6][NH:7][C:8](=[O:25])[C:9]([C:10]([C:12]2[CH:16]=[C:15]([CH2:17][N:18]3[CH2:23][CH2:22][O:21][CH2:20][CH2:19]3)[S:14][C:13]=2[Cl:24])=[O:11])=[CH:49][NH:48][CH2:47][CH2:46][N:45]2[CH2:43][CH2:42][O:41][CH2:38][CH2:39]2)=[CH:4][CH:3]=1. The catalyst class is: 8. (4) Reactant: [N:1]1[C:5]2[CH:6]=[CH:7][N:8]=[CH:9][C:4]=2[NH:3][CH:2]=1.C(=O)([O-])[O-].[K+].[K+].Br[CH2:17][CH2:18][CH2:19][CH2:20][CH2:21][B:22]([OH:24])[OH:23]. The catalyst class is: 3. Product: [N:1]1([CH2:17][CH2:18][CH2:19][CH2:20][CH2:21][B:22]([OH:24])[OH:23])[C:5]2[CH:6]=[CH:7][N:8]=[CH:9][C:4]=2[N:3]=[CH:2]1. (5) The catalyst class is: 3. Reactant: [C:1]([CH2:4][CH2:5][CH2:6][N:7]([CH3:65])[C@H:8]([C:12]([NH:14][C@H:15]([C:19]([N:21]([C@@H:23]([C@@H:61]([CH3:64])[CH2:62][CH3:63])[C@H:24]([O:59][CH3:60])[CH2:25][C:26]([N:28]1[CH2:32][CH2:31][CH2:30][C@H:29]1[C@H:33]([O:57][CH3:58])[C@@H:34]([CH3:56])[C:35]([NH:37][C@@H:38]([CH2:49][C:50]1[CH:55]=[CH:54][CH:53]=[CH:52][CH:51]=1)[C:39]([O:41][CH2:42][C:43]1[CH:48]=[CH:47][CH:46]=[CH:45][CH:44]=1)=[O:40])=[O:36])=[O:27])[CH3:22])=[O:20])[CH:16]([CH3:18])[CH3:17])=[O:13])[CH:9]([CH3:11])[CH3:10])([OH:3])=O.Cl.CN(C)CCCN=C=NCC.O.ON1C2C=CC=CC=2N=N1.C(N(CC)C(C)C)(C)C.[O:98]=[C:99]1[CH:103]=[CH:102][C:101](=[O:104])[N:100]1[CH2:105][CH2:106][CH2:107][CH2:108][CH2:109][C:110]([NH:112][NH2:113])=[O:111]. Product: [O:104]=[C:101]1[CH:102]=[CH:103][C:99](=[O:98])[N:100]1[CH2:105][CH2:106][CH2:107][CH2:108][CH2:109][C:110]([NH:112][NH:113][C:1](=[O:3])[CH2:4][CH2:5][CH2:6][N:7]([CH3:65])[C@H:8]([C:12]([NH:14][C@H:15]([C:19]([N:21]([C@@H:23]([C@@H:61]([CH3:64])[CH2:62][CH3:63])[C@H:24]([O:59][CH3:60])[CH2:25][C:26]([N:28]1[CH2:32][CH2:31][CH2:30][C@H:29]1[C@H:33]([O:57][CH3:58])[C@@H:34]([CH3:56])[C:35]([NH:37][C@@H:38]([CH2:49][C:50]1[CH:51]=[CH:52][CH:53]=[CH:54][CH:55]=1)[C:39]([O:41][CH2:42][C:43]1[CH:48]=[CH:47][CH:46]=[CH:45][CH:44]=1)=[O:40])=[O:36])=[O:27])[CH3:22])=[O:20])[CH:16]([CH3:18])[CH3:17])=[O:13])[CH:9]([CH3:10])[CH3:11])=[O:111]. (6) Reactant: Br[C:2]1[CH:3]=[C:4]2[C:9](=[CH:10][CH:11]=1)[CH:8]=[C:7]([C:12]1([N+:20]([O-:22])=[O:21])[CH2:17]OC(C)(C)O[CH2:13]1)[CH:6]=[CH:5]2.[O:23]([C:30]1[CH:35]=[CH:34][C:33]([OH:36])=[CH:32][CH:31]=1)[C:24]1[CH:29]=[CH:28][CH:27]=[CH:26][CH:25]=1.Cl.CN(C)[CH2:40][C:41]([OH:43])=[O:42].O1CCOC[CH2:46]1. Product: [CH3:46][C:41]1([CH3:40])[O:42][CH2:13][C:12]([N+:20]([O-:22])=[O:21])([C:7]2[CH:6]=[CH:5][C:4]3[C:9](=[CH:10][CH:11]=[C:2]([O:36][C:33]4[CH:32]=[CH:31][C:30]([O:23][C:24]5[CH:29]=[CH:28][CH:27]=[CH:26][CH:25]=5)=[CH:35][CH:34]=4)[CH:3]=3)[CH:8]=2)[CH2:17][O:43]1. The catalyst class is: 205. (7) Reactant: [CH3:1][C:2]1[N:7]=[C:6]([C:8](=O)[CH:9]([O:20][C:21](=O)[CH3:22])[C:10]2[CH:11]=[C:12]3[C:17](=[CH:18][CH:19]=2)[N:16]=[CH:15][CH:14]=[CH:13]3)[CH:5]=[CH:4][CH:3]=1.C([O-])(=O)C.[NH4+:29]. Product: [CH3:22][C:21]1[O:20][C:9]([C:10]2[CH:11]=[C:12]3[C:17](=[CH:18][CH:19]=2)[N:16]=[CH:15][CH:14]=[CH:13]3)=[C:8]([C:6]2[CH:5]=[CH:4][CH:3]=[C:2]([CH3:1])[N:7]=2)[N:29]=1. The catalyst class is: 15. (8) Reactant: NC1C=C(C2[CH:22]=[CH:21][C:11]3[N:12]=C(NC(NCC)=O)SC=3C=2)C=CC=1.Br[C:24]1[CH:38]=[CH:37][C:27]2[N:28]=[C:29]([NH:31][C:32]([NH:34][CH2:35][CH3:36])=[O:33])[S:30][C:26]=2[CH:25]=1.C(=O)([O-])[O-].[Na+].[Na+].C[N:46](C=O)C.O. Product: [NH:12]1[CH:11]=[C:21]([C:24]2[CH:38]=[CH:37][C:27]3[N:28]=[C:29]([NH:31][C:32]([NH:34][CH2:35][CH3:36])=[O:33])[S:30][C:26]=3[CH:25]=2)[CH:22]=[N:46]1. The catalyst class is: 73. (9) Reactant: [CH3:1][C:2]1[CH:3]=[CH:4][C:5]2[N:6]([CH:8]=[C:9]([C:11]3[CH:16]=[CH:15][C:14]([N+:17]([O-])=O)=[CH:13][CH:12]=3)[N:10]=2)[CH:7]=1.O.O.[Sn](Cl)Cl. Product: [CH3:1][C:2]1[CH:3]=[CH:4][C:5]2[N:6]([CH:8]=[C:9]([C:11]3[CH:16]=[CH:15][C:14]([NH2:17])=[CH:13][CH:12]=3)[N:10]=2)[CH:7]=1. The catalyst class is: 14.